The task is: Predict the reactants needed to synthesize the given product.. This data is from Full USPTO retrosynthesis dataset with 1.9M reactions from patents (1976-2016). (1) Given the product [F:17][CH:18]([F:21])[CH2:19][N:14]1[CH:15]=[C:11]([B:6]2[O:7][C:8]([CH3:9])([CH3:10])[C:4]([CH3:16])([CH3:3])[O:5]2)[CH:12]=[N:13]1, predict the reactants needed to synthesize it. The reactants are: [H-].[Na+].[CH3:3][C:4]1([CH3:16])[C:8]([CH3:10])([CH3:9])[O:7][B:6]([C:11]2[CH:12]=[N:13][NH:14][CH:15]=2)[O:5]1.[F:17][CH:18]([F:21])[CH2:19]I. (2) Given the product [CH3:43][N:2]([CH3:1])[C:3](=[O:42])[O:4][C:5]1[CH:10]=[CH:9][CH:8]=[C:7]([NH:11][C:12]([C:14]2([CH2:30][NH2:31])[CH2:15][CH2:16][N:17]([C:20]3[C:21]4[C:28]([CH3:29])=[CH:27][NH:26][C:22]=4[N:23]=[CH:24][N:25]=3)[CH2:18][CH2:19]2)=[O:13])[CH:6]=1, predict the reactants needed to synthesize it. The reactants are: [CH3:1][N:2]([CH3:43])[C:3](=[O:42])[O:4][C:5]1[CH:10]=[CH:9][CH:8]=[C:7]([NH:11][C:12]([C:14]2([CH2:30][NH:31]C(OCC3C=CC=CC=3)=O)[CH2:19][CH2:18][N:17]([C:20]3[C:21]4[C:28]([CH3:29])=[CH:27][NH:26][C:22]=4[N:23]=[CH:24][N:25]=3)[CH2:16][CH2:15]2)=[O:13])[CH:6]=1. (3) Given the product [CH:1]1([C@H:5]([NH:7][C:8]2[N:16]=[C:15]([C:17]([NH:19][NH:20][C:31]([NH:30][CH3:29])=[O:32])=[O:18])[N:14]=[C:13]3[C:9]=2[N:10]([CH2:21][C@H:22]2[CH2:27][CH2:26][C@H:25]([CH3:28])[CH2:24][CH2:23]2)[CH:11]=[N:12]3)[CH3:6])[CH2:4][CH2:3][CH2:2]1, predict the reactants needed to synthesize it. The reactants are: [CH:1]1([C@H:5]([NH:7][C:8]2[N:16]=[C:15]([C:17]([NH:19][NH2:20])=[O:18])[N:14]=[C:13]3[C:9]=2[N:10]([CH2:21][C@H:22]2[CH2:27][CH2:26][C@H:25]([CH3:28])[CH2:24][CH2:23]2)[CH:11]=[N:12]3)[CH3:6])[CH2:4][CH2:3][CH2:2]1.[CH3:29][NH:30][C:31](=O)[O:32]C1C=CC([N+]([O-])=O)=CC=1.CCN(C(C)C)C(C)C. (4) Given the product [CH3:23][S:24]([O:1][CH2:2][CH2:3][C:4]1[CH:9]=[CH:8][CH:7]=[C:6]([N:10]2[CH2:14][CH2:13][NH:12][C:11]2=[O:15])[CH:5]=1)(=[O:26])=[O:25], predict the reactants needed to synthesize it. The reactants are: [OH:1][CH2:2][CH2:3][C:4]1[CH:5]=[C:6]([N:10]2[CH2:14][CH2:13][NH:12][C:11]2=[O:15])[CH:7]=[CH:8][CH:9]=1.C(N(CC)CC)C.[CH3:23][S:24](Cl)(=[O:26])=[O:25]. (5) Given the product [CH3:17][C:12]1[CH:13]=[CH:14][CH:15]=[CH:16][C:11]=1[N:1]1[C:9]2[C:4](=[CH:5][CH:6]=[CH:7][CH:8]=2)[CH:3]=[CH:2]1, predict the reactants needed to synthesize it. The reactants are: [NH:1]1[C:9]2[C:4](=[CH:5][CH:6]=[CH:7][CH:8]=2)[CH:3]=[CH:2]1.I[C:11]1[CH:16]=[CH:15][CH:14]=[CH:13][C:12]=1[CH3:17]. (6) Given the product [Cl:1][C:2]1[CH:7]=[CH:6][C:5]([S:8][C:9]2[C:10]([C:14]3[CH:19]=[CH:18][C:17]([I:21])=[CH:16][CH:15]=3)=[N:11][N:12]([C:48]3[CH:49]=[N:50][CH:51]=[CH:46][CH:47]=3)[CH:13]=2)=[CH:4][CH:3]=1, predict the reactants needed to synthesize it. The reactants are: [Cl:1][C:2]1[CH:7]=[CH:6][C:5]([S:8][C:9]2[C:10]([C:14]3[CH:19]=[CH:18][C:17](Br)=[CH:16][CH:15]=3)=[N:11][NH:12][CH:13]=2)=[CH:4][CH:3]=1.[I:21]C1C=NC=CC=1.C(=O)([O-])[O-].[K+].[K+].P([O-])([O-])([O-])=O.[K+].[K+].[K+].CN[C@H]1[C@H:49]([NH:50][CH3:51])[CH2:48][CH2:47][CH2:46]C1. (7) Given the product [CH2:1]([O:8][C:9]1[CH:14]=[C:13]([O:15][CH2:16][C:17]2[CH:22]=[CH:21][CH:20]=[CH:19][CH:18]=2)[C:12]([C:23]([CH3:25])=[CH2:24])=[CH:11][C:10]=1[C:26]([N:28]1[CH2:36][C:35]2[C:30](=[CH:31][CH:32]=[C:33]([N:48]3[CH2:47][CH2:46][CH:45]([N:42]4[CH2:41][CH2:40][N:39]([CH3:38])[CH2:44][CH2:43]4)[CH2:50][CH2:49]3)[CH:34]=2)[CH2:29]1)=[O:27])[C:2]1[CH:7]=[CH:6][CH:5]=[CH:4][CH:3]=1, predict the reactants needed to synthesize it. The reactants are: [CH2:1]([O:8][C:9]1[CH:14]=[C:13]([O:15][CH2:16][C:17]2[CH:22]=[CH:21][CH:20]=[CH:19][CH:18]=2)[C:12]([C:23]([CH3:25])=[CH2:24])=[CH:11][C:10]=1[C:26]([N:28]1[CH2:36][C:35]2[C:30](=[CH:31][CH:32]=[C:33](Br)[CH:34]=2)[CH2:29]1)=[O:27])[C:2]1[CH:7]=[CH:6][CH:5]=[CH:4][CH:3]=1.[CH3:38][N:39]1[CH2:44][CH2:43][N:42]([CH:45]2[CH2:50][CH2:49][NH:48][CH2:47][CH2:46]2)[CH2:41][CH2:40]1.CC(C)([O-])C.[Na+].